This data is from Forward reaction prediction with 1.9M reactions from USPTO patents (1976-2016). The task is: Predict the product of the given reaction. (1) Given the reactants [O:1]1[CH:6]=[CH:5][CH2:4][CH2:3][CH2:2]1.[Br:7][CH2:8][CH2:9][CH2:10][C:11]([CH3:15])([CH3:14])[CH2:12][OH:13].C([O-])(O)=O.[Na+], predict the reaction product. The product is: [Br:7][CH2:8][CH2:9][CH2:10][C:11]([CH3:15])([CH3:14])[CH2:12][O:13][CH:6]1[CH2:5][CH2:4][CH2:3][CH2:2][O:1]1. (2) Given the reactants [OH:1][C:2]1[CH:7]=[CH:6][C:5]([C:8]2[O:9][C:10]3[C:16]([CH3:17])=[CH:15][C:14]([OH:18])=[CH:13][C:11]=3[CH:12]=2)=[CH:4][CH:3]=1.[C:19]([O-:22])(=O)[CH3:20].[Na+].[C:24](OC(=O)C)(=[O:26])[CH3:25].C(=O)(O)[O-].[Na+], predict the reaction product. The product is: [C:24]([O:1][C:2]1[CH:7]=[CH:6][C:5]([C:8]2[O:9][C:10]3[C:16]([CH3:17])=[CH:15][C:14]([O:18][C:19](=[O:22])[CH3:20])=[CH:13][C:11]=3[CH:12]=2)=[CH:4][CH:3]=1)(=[O:26])[CH3:25]. (3) Given the reactants [N+:1]([C:4]1[CH:11]=[CH:10][CH:9]=[CH:8][C:5]=1[CH:6]=O)([O-])=O.[F:12][C:13]1[CH:28]=[CH:27][CH:26]=[C:25]([F:29])[C:14]=1[CH2:15][O:16][C:17]1[CH:18]=[CH:19][C:20]([CH3:24])=[C:21]([CH:23]=1)[NH2:22].[C:30](O[BH-](OC(=O)C)OC(=O)C)(=[O:32])C.[Na+].C(=O)([O-])O.[Na+], predict the reaction product. The product is: [F:12][C:13]1[CH:28]=[CH:27][CH:26]=[C:25]([F:29])[C:14]=1[CH2:15][O:16][C:17]1[CH:18]=[CH:19][C:20]([CH3:24])=[C:21]([N:22]2[CH2:6][C:5]3[C:4](=[CH:11][CH:10]=[CH:9][CH:8]=3)[NH:1][C:30]2=[O:32])[CH:23]=1. (4) The product is: [CH2:43]([O:42][C:40](=[O:41])[CH2:39][N:35]1[CH2:36][CH2:37][N:32]([C:29]2[CH:30]=[CH:31][C:26]([NH:25][C:18]3[N:17]=[C:16]([NH:15][CH2:8][C:9]4[CH:14]=[CH:13][CH:12]=[CH:11][CH:10]=4)[C:21]([C:22]([NH2:24])=[O:23])=[CH:20][N:19]=3)=[CH:27][CH:28]=2)[CH2:33][CH2:34]1)[CH3:44]. Given the reactants CN1CCCC1=O.[CH2:8]([NH:15][C:16]1[C:21]([C:22]([NH2:24])=[O:23])=[CH:20][N:19]=[C:18]([NH:25][C:26]2[CH:31]=[CH:30][C:29]([N:32]3[CH2:37][CH2:36][NH:35][CH2:34][CH2:33]3)=[CH:28][CH:27]=2)[N:17]=1)[C:9]1[CH:14]=[CH:13][CH:12]=[CH:11][CH:10]=1.Br[CH2:39][C:40]([O:42][CH2:43][CH3:44])=[O:41].C(=O)([O-])[O-].[K+].[K+], predict the reaction product. (5) The product is: [CH3:16][N:14]([CH3:15])[CH2:25][CH2:23][N:19]1[CH2:18][CH2:17][CH2:45][C@H:44]([NH:46][C:34]([O:36][N:37]2[C:38](=[O:39])[CH2:40][CH2:41][C:42]2=[O:43])=[O:35])[CH2:22][CH2:20]1. Given the reactants CC1C=CC(S(OCC[N:14]([CH3:16])[CH3:15])(=O)=O)=CC=1.[CH3:17][CH2:18][N:19]([CH:23]([CH3:25])C)[CH:20]([CH3:22])C.C1C(=O)N(O[C:34]([O:36][N:37]2[C:42](=[O:43])[CH2:41][CH2:40][C:38]2=[O:39])=[O:35])C(=O)C1.[C:44](#[N:46])[CH3:45], predict the reaction product. (6) Given the reactants [NH4+].[N:2]#[C:3][S-:4].[NH2:5][C:6]1[CH:7]=[C:8]([OH:12])[CH:9]=[CH:10][CH:11]=1, predict the reaction product. The product is: [OH:12][C:8]1[CH:7]=[C:6]([NH:5][C:3]([NH2:2])=[S:4])[CH:11]=[CH:10][CH:9]=1.